Dataset: Full USPTO retrosynthesis dataset with 1.9M reactions from patents (1976-2016). Task: Predict the reactants needed to synthesize the given product. Given the product [OH:28][C@H:21]([C:22]1[CH:23]=[N:24][CH:25]=[CH:26][CH:27]=1)[CH2:20][NH:19][C@H:17]([CH3:18])[CH2:16][C:12]1[C:11]2[C:15](=[C:7]([O:6][CH2:5][C:4]([OH:29])=[O:36])[CH:8]=[CH:9][CH:10]=2)[NH:14][CH:13]=1, predict the reactants needed to synthesize it. The reactants are: C(N(CC)[C:4](=[O:29])[CH2:5][O:6][C:7]1[CH:8]=[CH:9][CH:10]=[C:11]2[C:15]=1[NH:14][CH:13]=[C:12]2[CH2:16][C@H:17]([NH:19][CH2:20][C@H:21]([OH:28])[C:22]1[CH:23]=[N:24][CH:25]=[CH:26][CH:27]=1)[CH3:18])C.[OH-].[K+].C([OH:36])C.C(O)(=O)C.